From a dataset of Catalyst prediction with 721,799 reactions and 888 catalyst types from USPTO. Predict which catalyst facilitates the given reaction. Reactant: Cl[C:2]1[CH:3]=[C:4](CO[C:2]2[CH:7]=[CH:6][CH:5]=[CH:4][C:3]=2CC(OC(C)(C)C)=O)[CH:5]=[C:6](C2CCCCC=2)[CH:7]=1.[C:30]([O:34][C:35]([NH:37][C@@H:38]([C:40]1[C:41]([F:69])=[C:42]([C:46]2[CH:51]=[C:50](O)[CH:49]=[C:48]([CH2:53][O:54][C:55]3[CH:60]=[CH:59][CH:58]=[CH:57][C:56]=3[CH2:61][C:62]([O:64][C:65]([CH3:68])([CH3:67])[CH3:66])=[O:63])[CH:47]=2)[CH:43]=[CH:44][CH:45]=1)[CH3:39])=[O:36])([CH3:33])([CH3:32])[CH3:31]. Product: [C:30]([O:34][C:35]([NH:37][C@@H:38]([C:40]1[C:41]([F:69])=[C:42]([C:46]2[CH:51]=[C:50]([C:2]3[CH2:3][CH2:4][CH2:5][CH2:6][CH:7]=3)[CH:49]=[C:48]([CH2:53][O:54][C:55]3[CH:60]=[CH:59][CH:58]=[CH:57][C:56]=3[CH2:61][C:62]([O:64][C:65]([CH3:67])([CH3:66])[CH3:68])=[O:63])[CH:47]=2)[CH:43]=[CH:44][CH:45]=1)[CH3:39])=[O:36])([CH3:33])([CH3:32])[CH3:31]. The catalyst class is: 2.